From a dataset of Drug-target binding data from BindingDB using Ki measurements. Regression. Given a target protein amino acid sequence and a drug SMILES string, predict the binding affinity score between them. We predict pKi (pKi = -log10(Ki in M); higher means stronger inhibition). Dataset: bindingdb_ki. The drug is CSCC[C@H](NC(=O)[C@@H](Cc1c[nH]c2ccccc12)NC(=O)[C@@H](Cc1c[nH]c2ccccc12)NC(=O)[C@H](Cc1ccccc1)NC(=O)[C@@H](Cc1c[nH]c2ccccc12)NC(=O)[C@H](CCC(N)=O)NC(=O)[C@H](CCC(N)=O)NC(=O)[C@@H]1CCCN1)C(N)=O. The target protein (P24053) has sequence MPPRSLPNLSLPTEASESELEPEVWENDFLPDSDGTTAELVIRCVIPSLYLIIISVGLLGNIMLVKIFLTNSTMRSVPNIFISNLAAGDLLLLLTCVPVDASRYFFDEWVFGKLGCKLIPAIQLTSVGVSVFTLTALSADRYRAIVNPMDMQTSGVVLWTSLKAVGIWVVSVLLAVPEAVFSEVARIGSSDNSSFTACIPYPQTDELHPKIHSVLIFLVYFLIPLVIISIYYYHIAKTLIRSAHNLPGEYNEHTKKQMETRKRLAKIVLVFVGCFVFCWFPNHILYLYRSFNYKEIDPSLGHMIVTLVARVLSFSNSCVNPFALYLLSESFRKHFNSQLCCGQKSYPERSTSYLLSSSAVRMTSLKSNAKNVVTNSVLLNGHSTKQEIAL. The pKi is 5.6.